From a dataset of Forward reaction prediction with 1.9M reactions from USPTO patents (1976-2016). Predict the product of the given reaction. (1) Given the reactants [Br:1][C:2]1[CH:3]=[C:4]([CH:9]2[CH2:14][CH:13](OS(C)(=O)=O)[CH2:12][CH2:11][O:10]2)[CH:5]=[CH:6][C:7]=1[F:8].C([O-])([O-])=O.[K+].[K+].[F:26][C:27]([F:36])([F:35])[C:28]1[CH:29]=[C:30]([SH:34])[CH:31]=[CH:32][CH:33]=1, predict the reaction product. The product is: [Br:1][C:2]1[CH:3]=[C:4]([CH:9]2[CH2:14][CH:13]([S:34][C:30]3[CH:31]=[CH:32][CH:33]=[C:28]([C:27]([F:26])([F:35])[F:36])[CH:29]=3)[CH2:12][CH2:11][O:10]2)[CH:5]=[CH:6][C:7]=1[F:8]. (2) The product is: [OH:39][C:24]1[CH:25]=[CH:26][CH:27]=[C:28]2[C:23]=1[N:22]=[C:21]([C:19]([OH:20])=[O:18])[CH:30]=[C:29]2[CH2:31][CH2:32][C:33]1[CH:38]=[CH:37][CH:36]=[CH:35][CH:34]=1. Given the reactants COC(C1C=C(O)C2C(=C(N)C=CC=2)N=1)=O.C[O:18][C:19]([C:21]1[CH:30]=[C:29]([CH2:31][CH2:32][C:33]2[CH:38]=[CH:37][CH:36]=[CH:35][CH:34]=2)[C:28]2[C:23](=[C:24]([OH:39])[CH:25]=[CH:26][CH:27]=2)[N:22]=1)=[O:20], predict the reaction product. (3) Given the reactants [Cl:1][C:2]1[C:3]([C:10]([O:12][CH2:13][CH3:14])=[O:11])=[C:4]([CH3:9])[S:5][C:6]=1[CH:7]=[O:8].[OH:15]OS([O-])=O.[K+].O, predict the reaction product. The product is: [Cl:1][C:2]1[C:3]([C:10]([O:12][CH2:13][CH3:14])=[O:11])=[C:4]([CH3:9])[S:5][C:6]=1[C:7]([OH:15])=[O:8]. (4) Given the reactants [C:1]([C:4]1[CH:9]=[CH:8][N:7]=[CH:6][CH:5]=1)(=[O:3])[CH3:2].[Br:10]Br, predict the reaction product. The product is: [BrH:10].[Br:10][CH2:2][C:1]([C:4]1[CH:9]=[CH:8][N:7]=[CH:6][CH:5]=1)=[O:3]. (5) Given the reactants CON(C)[C:4]([CH:6]1[CH2:9][N:8]([C:10]([O:12][C:13]([CH3:16])([CH3:15])[CH3:14])=[O:11])[CH2:7]1)=[O:5].[H-].[Al+3].[Li+].[H-].[H-].[H-], predict the reaction product. The product is: [CH:4]([CH:6]1[CH2:9][N:8]([C:10]([O:12][C:13]([CH3:16])([CH3:15])[CH3:14])=[O:11])[CH2:7]1)=[O:5]. (6) Given the reactants [Li+].CC([N-]C(C)C)C.[CH3:9][O:10][C:11]([C:13]1[CH:17]=[C:16]([Br:18])[N:15]([CH:19]([CH3:21])[CH3:20])[CH:14]=1)=[O:12].[Cl:22][C:23]1[CH:30]=[CH:29][C:26]([CH:27]=[O:28])=[CH:25][CH:24]=1, predict the reaction product. The product is: [CH3:9][O:10][C:11]([C:13]1[CH:17]=[C:16]([Br:18])[N:15]([CH:19]([CH3:21])[CH3:20])[C:14]=1[CH:27]([C:26]1[CH:29]=[CH:30][C:23]([Cl:22])=[CH:24][CH:25]=1)[OH:28])=[O:12]. (7) Given the reactants C[O:2][C:3]1[CH:20]=[CH:19][C:18]2[C@@H:17]3[C@:8]([CH3:22])([C@H:9]4[C@@:13]([CH2:15][CH2:16]3)([CH3:14])[C@@H:12]([OH:21])[CH2:11][CH2:10]4)[CH2:7][CH2:6][C:5]=2[CH:4]=1.CC(C[AlH]CC(C)C)C.C(O)C.Cl, predict the reaction product. The product is: [CH3:22][C@@:8]12[CH2:7][CH2:6][C:5]3[CH:4]=[C:3]([OH:2])[CH:20]=[CH:19][C:18]=3[C@H:17]1[CH2:16][CH2:15][C@@:13]1([CH3:14])[C@H:9]2[CH2:10][CH2:11][C@@H:12]1[OH:21].